Dataset: NCI-60 drug combinations with 297,098 pairs across 59 cell lines. Task: Regression. Given two drug SMILES strings and cell line genomic features, predict the synergy score measuring deviation from expected non-interaction effect. (1) Drug 1: C1=C(C(=O)NC(=O)N1)N(CCCl)CCCl. Drug 2: C1=NNC2=C1C(=O)NC=N2. Cell line: SK-MEL-28. Synergy scores: CSS=5.39, Synergy_ZIP=-2.38, Synergy_Bliss=6.30, Synergy_Loewe=-10.2, Synergy_HSA=2.36. (2) Drug 1: CC(C1=C(C=CC(=C1Cl)F)Cl)OC2=C(N=CC(=C2)C3=CN(N=C3)C4CCNCC4)N. Drug 2: CCCS(=O)(=O)NC1=C(C(=C(C=C1)F)C(=O)C2=CNC3=C2C=C(C=N3)C4=CC=C(C=C4)Cl)F. Cell line: SK-OV-3. Synergy scores: CSS=-4.52, Synergy_ZIP=-0.761, Synergy_Bliss=-0.660, Synergy_Loewe=-5.60, Synergy_HSA=-2.04. (3) Drug 1: C1C(C(OC1N2C=NC3=C(N=C(N=C32)Cl)N)CO)O. Drug 2: CC1=C(C=C(C=C1)C(=O)NC2=CC(=CC(=C2)C(F)(F)F)N3C=C(N=C3)C)NC4=NC=CC(=N4)C5=CN=CC=C5. Cell line: HT29. Synergy scores: CSS=0.989, Synergy_ZIP=3.46, Synergy_Bliss=7.69, Synergy_Loewe=4.08, Synergy_HSA=3.10. (4) Drug 1: CN(CC1=CN=C2C(=N1)C(=NC(=N2)N)N)C3=CC=C(C=C3)C(=O)NC(CCC(=O)O)C(=O)O. Drug 2: CC1CCCC2(C(O2)CC(NC(=O)CC(C(C(=O)C(C1O)C)(C)C)O)C(=CC3=CSC(=N3)C)C)C. Cell line: HOP-62. Synergy scores: CSS=44.7, Synergy_ZIP=3.12, Synergy_Bliss=2.89, Synergy_Loewe=-0.531, Synergy_HSA=8.25.